This data is from Reaction yield outcomes from USPTO patents with 853,638 reactions. The task is: Predict the reaction yield, written as a fraction of the theoretical maximum amount of product (1.0 means a 100% yield; for example, 0.34 means a 34% yield). (1) The reactants are Cl[C:2]1[CH:11]=[CH:10][N:9]=[C:8]2[C:3]=1[CH:4]=[CH:5][C:6]([C:12]([F:15])([F:14])[F:13])=[N:7]2.[F:16][C:17]1[C:22]([C:23]2[CH:28]=[CH:27][N:26]=[CH:25][CH:24]=2)=[C:21]([F:29])[CH:20]=[CH:19][C:18]=1B(O)O. No catalyst specified. The product is [F:29][C:21]1[C:22]([C:23]2[CH:24]=[CH:25][N:26]=[CH:27][CH:28]=2)=[C:17]([F:16])[CH:18]=[CH:19][C:20]=1[C:2]1[CH:11]=[CH:10][N:9]=[C:8]2[C:3]=1[CH:4]=[CH:5][C:6]([C:12]([F:15])([F:14])[F:13])=[N:7]2. The yield is 0.360. (2) The reactants are [Cl:1][C:2]1[N:7]=[C:6]([C:8]2[S:12][C:11]([N:13]3[CH2:18][CH2:17][O:16][CH2:15][CH2:14]3)=[N:10][C:9]=2[C:19]2[C:20]([F:26])=[C:21]([CH:23]=[CH:24][CH:25]=2)[NH2:22])[CH:5]=[CH:4][N:3]=1.[F:27][C:28]1[CH:33]=[CH:32][C:31]([F:34])=[CH:30][C:29]=1[S:35](Cl)(=[O:37])=[O:36]. The catalyst is N1C=CC=CC=1. The product is [Cl:1][C:2]1[N:7]=[C:6]([C:8]2[S:12][C:11]([N:13]3[CH2:14][CH2:15][O:16][CH2:17][CH2:18]3)=[N:10][C:9]=2[C:19]2[C:20]([F:26])=[C:21]([NH:22][S:35]([C:29]3[CH:30]=[C:31]([F:34])[CH:32]=[CH:33][C:28]=3[F:27])(=[O:37])=[O:36])[CH:23]=[CH:24][CH:25]=2)[CH:5]=[CH:4][N:3]=1. The yield is 0.446. (3) The reactants are [CH3:1][O:2][C:3]1[C:8]2[O:9][CH2:10][CH2:11][O:12][C:7]=2[CH:6]=[C:5]([CH:13]([OH:15])[CH3:14])[CH:4]=1. The catalyst is ClCCl.[O-2].[Mn+2]. The product is [CH3:1][O:2][C:3]1[C:8]2[O:9][CH2:10][CH2:11][O:12][C:7]=2[CH:6]=[C:5]([C:13](=[O:15])[CH3:14])[CH:4]=1. The yield is 0.850. (4) The reactants are [CH2:1]([N:8]1[C:12](=[O:13])[N:11]([C:14]2[CH:15]=[N:16][N:17]([CH2:19][C:20]3[C:21]([CH3:26])=[N:22][O:23][C:24]=3[CH3:25])[CH:18]=2)[C:10](=[O:27])[NH:9]1)[C:2]1[CH:7]=[CH:6][CH:5]=[CH:4][CH:3]=1.Br[CH2:29][CH3:30].C(=O)([O-])[O-].[Cs+].[Cs+]. The catalyst is CN(C=O)C.[Cl-].[Na+].O. The product is [CH2:1]([N:8]1[C:12](=[O:13])[N:11]([C:14]2[CH:15]=[N:16][N:17]([CH2:19][C:20]3[C:21]([CH3:26])=[N:22][O:23][C:24]=3[CH3:25])[CH:18]=2)[C:10](=[O:27])[N:9]1[CH2:29][CH3:30])[C:2]1[CH:3]=[CH:4][CH:5]=[CH:6][CH:7]=1. The yield is 0.370. (5) The reactants are C([O:8][C:9]1[CH:14]=[CH:13][C:12]([C:15]2[C:16](=[O:27])[N:17]([CH3:26])[C:18]([NH:21][CH2:22][CH:23]3[CH2:25][CH2:24]3)=[N:19][CH:20]=2)=[CH:11][C:10]=1[F:28])C1C=CC=CC=1. The catalyst is C(O)(C(F)(F)F)=O. The product is [CH:23]1([CH2:22][NH:21][C:18]2[N:17]([CH3:26])[C:16](=[O:27])[C:15]([C:12]3[CH:13]=[CH:14][C:9]([OH:8])=[C:10]([F:28])[CH:11]=3)=[CH:20][N:19]=2)[CH2:25][CH2:24]1. The yield is 0.820. (6) The product is [C:48]([O:47][C:45]([NH:24][CH:25]([C:31]([CH3:34])([CH3:35])[CH:32]=[CH2:33])[C:26]([O:28][CH2:29][CH3:30])=[O:27])=[O:46])([CH3:49])([CH3:50])[CH3:51]. The reactants are C(O)(=O)C.C(O)(=O)C.IC1C=CC=CC=1.COC1C=CC([NH:24][CH:25]([C:31]([CH3:35])([CH3:34])[CH:32]=[CH2:33])[C:26]([O:28][CH2:29][CH3:30])=[O:27])=CC=1.Cl.[C:45](O[C:45]([O:47][C:48]([CH3:51])([CH3:50])[CH3:49])=[O:46])([O:47][C:48]([CH3:51])([CH3:50])[CH3:49])=[O:46]. The yield is 0.511. The catalyst is CO. (7) The reactants are [NH2:1][C:2]1[CH:37]=[CH:36][C:5]([O:6][C:7]2[CH:12]=[CH:11][N:10]=[C:9]3[CH:13]=[C:14]([C:16]4[CH:35]=[CH:34][C:19]([CH2:20][N:21]5[CH2:26][CH2:25][N:24](C(OC(C)(C)C)=O)[CH2:23][CH2:22]5)=[CH:18][CH:17]=4)[S:15][C:8]=23)=[C:4]([F:38])[CH:3]=1.[C:39]1([CH2:45][C:46]([N:48]=[C:49]=[S:50])=[O:47])[CH:44]=[CH:43][CH:42]=[CH:41][CH:40]=1. The yield is 0.160. The product is [F:38][C:4]1[CH:3]=[C:2]([NH:1][C:49]([NH:48][C:46](=[O:47])[CH2:45][C:39]2[CH:40]=[CH:41][CH:42]=[CH:43][CH:44]=2)=[S:50])[CH:37]=[CH:36][C:5]=1[O:6][C:7]1[CH:12]=[CH:11][N:10]=[C:9]2[CH:13]=[C:14]([C:16]3[CH:17]=[CH:18][C:19]([CH2:20][N:21]4[CH2:22][CH2:23][NH:24][CH2:25][CH2:26]4)=[CH:34][CH:35]=3)[S:15][C:8]=12. The catalyst is CCO.C1(C)C=CC=CC=1.